From a dataset of NCI-60 drug combinations with 297,098 pairs across 59 cell lines. Regression. Given two drug SMILES strings and cell line genomic features, predict the synergy score measuring deviation from expected non-interaction effect. (1) Drug 1: COC1=CC(=CC(=C1O)OC)C2C3C(COC3=O)C(C4=CC5=C(C=C24)OCO5)OC6C(C(C7C(O6)COC(O7)C8=CC=CS8)O)O. Drug 2: CC1C(C(CC(O1)OC2CC(CC3=C2C(=C4C(=C3O)C(=O)C5=C(C4=O)C(=CC=C5)OC)O)(C(=O)C)O)N)O.Cl. Cell line: CCRF-CEM. Synergy scores: CSS=63.1, Synergy_ZIP=-0.220, Synergy_Bliss=-1.22, Synergy_Loewe=-3.69, Synergy_HSA=1.77. (2) Drug 1: CN(CCCl)CCCl.Cl. Drug 2: CC1=C(C(=O)C2=C(C1=O)N3CC4C(C3(C2COC(=O)N)OC)N4)N. Cell line: MOLT-4. Synergy scores: CSS=66.6, Synergy_ZIP=-1.03, Synergy_Bliss=-0.997, Synergy_Loewe=-5.08, Synergy_HSA=0.354. (3) Drug 1: C1CN1P(=S)(N2CC2)N3CC3. Drug 2: CC1=C(C=C(C=C1)NC(=O)C2=CC=C(C=C2)CN3CCN(CC3)C)NC4=NC=CC(=N4)C5=CN=CC=C5. Cell line: RXF 393. Synergy scores: CSS=4.05, Synergy_ZIP=1.77, Synergy_Bliss=-4.28, Synergy_Loewe=0.829, Synergy_HSA=-1.37. (4) Drug 1: CNC(=O)C1=NC=CC(=C1)OC2=CC=C(C=C2)NC(=O)NC3=CC(=C(C=C3)Cl)C(F)(F)F. Drug 2: C1=NC2=C(N1)C(=S)N=CN2. Cell line: OVCAR-8. Synergy scores: CSS=34.7, Synergy_ZIP=-6.61, Synergy_Bliss=-0.648, Synergy_Loewe=-31.1, Synergy_HSA=1.34. (5) Drug 1: C1=CC(=CC=C1CC(C(=O)O)N)N(CCCl)CCCl.Cl. Drug 2: CCN(CC)CCNC(=O)C1=C(NC(=C1C)C=C2C3=C(C=CC(=C3)F)NC2=O)C. Cell line: NCI-H522. Synergy scores: CSS=6.62, Synergy_ZIP=-3.68, Synergy_Bliss=0.0585, Synergy_Loewe=-4.35, Synergy_HSA=-2.35. (6) Drug 1: CN1C(=O)N2C=NC(=C2N=N1)C(=O)N. Drug 2: CC1CCCC2(C(O2)CC(NC(=O)CC(C(C(=O)C(C1O)C)(C)C)O)C(=CC3=CSC(=N3)C)C)C. Cell line: K-562. Synergy scores: CSS=59.3, Synergy_ZIP=0.256, Synergy_Bliss=0.707, Synergy_Loewe=-11.3, Synergy_HSA=0.758. (7) Drug 1: CC1C(C(=O)NC(C(=O)N2CCCC2C(=O)N(CC(=O)N(C(C(=O)O1)C(C)C)C)C)C(C)C)NC(=O)C3=C4C(=C(C=C3)C)OC5=C(C(=O)C(=C(C5=N4)C(=O)NC6C(OC(=O)C(N(C(=O)CN(C(=O)C7CCCN7C(=O)C(NC6=O)C(C)C)C)C)C(C)C)C)N)C. Drug 2: C1C(C(OC1N2C=NC3=C(N=C(N=C32)Cl)N)CO)O. Cell line: SW-620. Synergy scores: CSS=31.4, Synergy_ZIP=-0.0841, Synergy_Bliss=-0.541, Synergy_Loewe=-7.83, Synergy_HSA=-1.17.